This data is from Reaction yield outcomes from USPTO patents with 853,638 reactions. The task is: Predict the reaction yield, written as a fraction of the theoretical maximum amount of product (1.0 means a 100% yield; for example, 0.34 means a 34% yield). (1) The reactants are Br[C:2]1[CH:3]=[C:4]([N:9]2[CH:13]=[C:12]([C:14]3[CH:19]=[CH:18][CH:17]=[CH:16][N:15]=3)[CH:11]=[N:10]2)[CH:5]=[C:6]([Cl:8])[CH:7]=1.[N:20]1[CH:25]=[CH:24][CH:23]=[C:22](B(O)O)[CH:21]=1.C(=O)([O-])[O-].[K+].[K+].CO. The catalyst is C1(C)C=CC=CC=1.CCOC(C)=O.C1C=CC([P]([Pd]([P](C2C=CC=CC=2)(C2C=CC=CC=2)C2C=CC=CC=2)([P](C2C=CC=CC=2)(C2C=CC=CC=2)C2C=CC=CC=2)[P](C2C=CC=CC=2)(C2C=CC=CC=2)C2C=CC=CC=2)(C2C=CC=CC=2)C2C=CC=CC=2)=CC=1.CCCCCC. The product is [Cl:8][C:6]1[CH:5]=[C:4]([N:9]2[CH:13]=[C:12]([C:14]3[CH:19]=[CH:18][CH:17]=[CH:16][N:15]=3)[CH:11]=[N:10]2)[CH:3]=[C:2]([C:22]2[CH:21]=[N:20][CH:25]=[CH:24][CH:23]=2)[CH:7]=1. The yield is 0.800. (2) The reactants are [CH2:1]([O:3][C:4](=[O:17])[C:5]([O:8][C:9]1[CH:14]=[CH:13][C:12]([OH:15])=[CH:11][C:10]=1[CH3:16])([CH3:7])[CH3:6])[CH3:2].[C:18]([C:20]1[CH:21]=[C:22](B(O)O)[CH:23]=[CH:24][CH:25]=1)#[N:19].N1C=CC=CC=1. The yield is 0.470. The catalyst is C([O-])(=O)C.[Cu+2].C([O-])(=O)C.ClCCl. The product is [CH2:1]([O:3][C:4](=[O:17])[C:5]([O:8][C:9]1[CH:14]=[CH:13][C:12]([O:15][C:24]2[CH:23]=[CH:22][CH:21]=[C:20]([C:18]#[N:19])[CH:25]=2)=[CH:11][C:10]=1[CH3:16])([CH3:6])[CH3:7])[CH3:2]. (3) The reactants are CC1C=[C:12]2[O:14]C=1C[C@H:5]([C:21](C)=C)[CH2:6][CH2:7][C:8]1C(=O)O[C@@H:10]([C@H:11]2C(C)=C)[CH:9]=1.[C:24]([O:28][C:29](=[O:42])[N:30]([C@H]1CC[C@H](C=C(Br)Br)CC1)[CH3:31])([CH3:27])([CH3:26])[CH3:25].[Li]CCCC.C=O. The catalyst is C1COCC1. The product is [C:24]([O:28][C:29](=[O:42])[N:30]([C@H:6]1[CH2:5][CH2:21][C@H:9]([C:10]#[C:11][CH2:12][OH:14])[CH2:8][CH2:7]1)[CH3:31])([CH3:27])([CH3:26])[CH3:25]. The yield is 0.790. (4) The reactants are O.[OH-].[Na+].[F:4][C:5]1[C:6]([CH2:14][C:15]#[N:16])=[CH:7][C:8]2[O:12][CH2:11][O:10][C:9]=2[CH:13]=1.Br[CH2:18][CH2:19]Cl. The catalyst is [Br-].C([N+](CCCC)(CCCC)CCCC)CCC.C1(C)C=CC=CC=1. The product is [F:4][C:5]1[C:6]([C:14]2([C:15]#[N:16])[CH2:19][CH2:18]2)=[CH:7][C:8]2[O:12][CH2:11][O:10][C:9]=2[CH:13]=1. The yield is 0.600. (5) The reactants are [Br:1][C:2]1[CH:3]=[C:4]([CH:7]=[CH:8][CH:9]=1)[CH2:5][OH:6].CC(C)([O-])C.[Na+].[Br:16][C:17]1[CH:22]=[C:21]([C:23]2[N:24]=[N:25][C:26](Cl)=[CH:27][CH:28]=2)[CH:20]=[C:19]([Br:30])[C:18]=1[OH:31]. The catalyst is C1COCC1. The product is [Br:30][C:19]1[CH:20]=[C:21]([C:23]2[N:24]=[N:25][C:26]([O:6][CH2:5][C:4]3[CH:7]=[CH:8][CH:9]=[C:2]([Br:1])[CH:3]=3)=[CH:27][CH:28]=2)[CH:22]=[C:17]([Br:16])[C:18]=1[OH:31]. The yield is 0.490. (6) The reactants are [CH:1]12[CH2:7][CH:4]([CH2:5][CH2:6]1)[CH2:3][CH:2]2[C:8]1[NH:12][C:11]2[C:13]([O:35]C)=[CH:14][CH:15]=[C:16]([C:17]([NH:19][CH2:20][C@@H:21]3[CH2:26][CH2:25][C@H:24]([NH:27]C(=O)OC(C)(C)C)[CH2:23][CH2:22]3)=[O:18])[C:10]=2[N:9]=1.B(Br)(Br)Br. No catalyst specified. The product is [NH2:27][C@@H:24]1[CH2:25][CH2:26][C@H:21]([CH2:20][NH:19][C:17]([C:16]2[C:10]3[N:9]=[C:8]([CH:2]4[CH2:3][CH:4]5[CH2:7][CH:1]4[CH2:6][CH2:5]5)[NH:12][C:11]=3[C:13]([OH:35])=[CH:14][CH:15]=2)=[O:18])[CH2:22][CH2:23]1. The yield is 0.530. (7) The reactants are [Cl:1][C:2]1[CH:7]=[CH:6][C:5]([C:8]2[N:12]([C:13]3[CH:18]=[CH:17][C:16]([Cl:19])=[CH:15][C:14]=3[Cl:20])[N:11]=[C:10]([C:21](Cl)=[O:22])[C:9]=2[CH3:24])=[CH:4][CH:3]=1.[CH3:25][N:26]([CH3:33])[C:27]([CH3:32])([CH3:31])[C:28]([NH2:30])=[O:29].C[Si]([N-][Si](C)(C)C)(C)C.[Li+]. No catalyst specified. The product is [CH3:25][N:26]([CH3:33])[C:27]([CH3:32])([CH3:31])[C:28]([NH:30][C:21]([C:10]1[C:9]([CH3:24])=[C:8]([C:5]2[CH:6]=[CH:7][C:2]([Cl:1])=[CH:3][CH:4]=2)[N:12]([C:13]2[CH:18]=[CH:17][C:16]([Cl:19])=[CH:15][C:14]=2[Cl:20])[N:11]=1)=[O:22])=[O:29]. The yield is 0.800.